This data is from Acute oral toxicity (LD50) regression data from Zhu et al.. The task is: Regression/Classification. Given a drug SMILES string, predict its toxicity properties. Task type varies by dataset: regression for continuous values (e.g., LD50, hERG inhibition percentage) or binary classification for toxic/non-toxic outcomes (e.g., AMES mutagenicity, cardiotoxicity, hepatotoxicity). Dataset: ld50_zhu. (1) The drug is Cc1cccc(N2CCN(CCC(O)c3ccc4c(c3)CCC(=O)N4)CC2)c1C. The rat oral LD50 is 2.90, given as -log10 of the dose in mol/kg body weight (higher means more acutely toxic). (2) The molecule is O=C1CC(c2cccc(Br)c2)C(=O)N1. The rat oral LD50 is 2.16, given as -log10 of the dose in mol/kg body weight (higher means more acutely toxic).